Task: Predict the product of the given reaction.. Dataset: Forward reaction prediction with 1.9M reactions from USPTO patents (1976-2016) Given the reactants C1C(=O)NC(=O)N([C@@H]2O[C@H](COP(OP([O:23][C@H:24]3[O:29][C@H:28]([CH2:30][OH:31])[C@H:27]([OH:32])[C@H:26]([OH:33])[C@H:25]3[OH:34])(O)=O)(O)=O)[C@@H](O)[C@H]2O)C=1.O([C@@H]1[C@@H](CO)OC(O)[C@H](NC(C)=O)[C@H]1O)[C@@H:38]1[O:46][C@H:45]([CH2:47][OH:48])[C@H:43]([OH:44])[C@H:41]([OH:42])[C@H:39]1[OH:40], predict the reaction product. The product is: [O:32]([C@H:27]1[C@@H:28]([CH2:30][OH:31])[O:29][C@@H:24]([OH:23])[C@H:25]([OH:34])[C@H:26]1[OH:33])[C@H:38]1[O:46][C@H:45]([CH2:47][OH:48])[C@H:43]([OH:44])[C@H:41]([OH:42])[C@H:39]1[OH:40].